From a dataset of Reaction yield outcomes from USPTO patents with 853,638 reactions. Predict the reaction yield, written as a fraction of the theoretical maximum amount of product (1.0 means a 100% yield; for example, 0.34 means a 34% yield). (1) The reactants are [NH:1]1[CH:5]=[C:4]([CH2:6][CH2:7][NH:8][C:9](=[O:25])[NH:10][C@@H:11]([CH2:16][C:17]2[CH:22]=[CH:21][C:20]([O:23][CH3:24])=[CH:19][CH:18]=2)[C:12]([O:14]C)=[O:13])[N:3]=[CH:2]1.[OH-].[Li+].O1CCCC1. The catalyst is O. The product is [NH:1]1[CH:5]=[C:4]([CH2:6][CH2:7][NH:8][C:9](=[O:25])[NH:10][CH:11]([CH2:16][C:17]2[CH:18]=[CH:19][C:20]([O:23][CH3:24])=[CH:21][CH:22]=2)[C:12]([OH:14])=[O:13])[N:3]=[CH:2]1. The yield is 0.700. (2) The reactants are [Cl:1][C:2]1[CH:7]=[CH:6][C:5]([N:8]=[C:9]=[O:10])=[CH:4][C:3]=1[C:11]([F:14])([F:13])[F:12].[NH2:15][C:16]1[CH:35]=[CH:34][C:19]([O:20][C:21]2[CH:26]=[CH:25][N:24]=[C:23]([C:27]([O:29][C:30]([CH3:33])([CH3:32])[CH3:31])=[O:28])[CH:22]=2)=[CH:18][C:17]=1[F:36]. The catalyst is ClCCl. The product is [Cl:1][C:2]1[CH:7]=[CH:6][C:5]([NH:8][C:9](=[O:10])[NH:15][C:16]2[CH:35]=[CH:34][C:19]([O:20][C:21]3[CH:26]=[CH:25][N:24]=[C:23]([C:27]([O:29][C:30]([CH3:32])([CH3:33])[CH3:31])=[O:28])[CH:22]=3)=[CH:18][C:17]=2[F:36])=[CH:4][C:3]=1[C:11]([F:12])([F:13])[F:14]. The yield is 0.800. (3) The reactants are C([O:3][C:4]([C:6]1([N:15]([CH3:28])[C:16]([C:18]2[C:27]3[CH2:26][CH2:25][CH2:24][CH2:23][C:22]=3[CH:21]=[CH:20][CH:19]=2)=[O:17])[CH2:14][C:13]2[C:8](=[CH:9][CH:10]=[CH:11][CH:12]=2)[CH2:7]1)=[O:5])C.[OH-].[K+].O. The catalyst is CCO. The product is [CH3:28][N:15]([C:16]([C:18]1[C:27]2[CH2:26][CH2:25][CH2:24][CH2:23][C:22]=2[CH:21]=[CH:20][CH:19]=1)=[O:17])[C:6]1([C:4]([OH:5])=[O:3])[CH2:7][C:8]2[C:13](=[CH:12][CH:11]=[CH:10][CH:9]=2)[CH2:14]1. The yield is 0.720. (4) The reactants are CN(C)C=O.ClC1C=CC=C([N+]([O-])=O)C=1S[C:17]1[N:18]([CH2:25][C@:26]([OH:51])([CH3:50])[CH2:27][N:28]2[CH2:33][CH2:32][N:31]([C:34]([O:36][CH2:37][CH:38]=[CH:39][C:40]3[CH:45]=[CH:44][C:43]([C:46]([F:49])([F:48])[F:47])=[CH:42][CH:41]=3)=[O:35])[CH2:30][CH2:29]2)[CH:19]=[C:20]([N+:22]([O-:24])=[O:23])[N:21]=1.CC(C)([O-])C.[Na+].O. The catalyst is C(OCC)(=O)C. The product is [CH3:50][C@@:26]1([CH2:27][N:28]2[CH2:29][CH2:30][N:31]([C:34]([O:36][CH2:37][CH:38]=[CH:39][C:40]3[CH:45]=[CH:44][C:43]([C:46]([F:47])([F:49])[F:48])=[CH:42][CH:41]=3)=[O:35])[CH2:32][CH2:33]2)[O:51][C:17]2=[N:21][C:20]([N+:22]([O-:24])=[O:23])=[CH:19][N:18]2[CH2:25]1. The yield is 0.510. (5) The reactants are [NH2:1][C:2]1[CH:3]=[CH:4][C:5]([S:12](=[O:25])(=[O:24])[NH:13][C:14]2[CH:15]=[CH:16][C:17]3[CH2:21][O:20][B:19]([OH:22])[C:18]=3[CH:23]=2)=[C:6]([CH2:8][C:9]([OH:11])=O)[CH:7]=1.[CH2:26]([NH:30][CH3:31])[CH2:27][CH2:28][CH3:29].C1CN([P+](ON2N=NC3C=CC=CC2=3)(N2CCCC2)N2CCCC2)CC1.F[P-](F)(F)(F)(F)F.O. The catalyst is CN(C=O)C. The product is [NH2:1][C:2]1[CH:3]=[CH:4][C:5]([S:12](=[O:24])(=[O:25])[NH:13][C:14]2[CH:15]=[CH:16][C:17]3[CH2:21][O:20][B:19]([OH:22])[C:18]=3[CH:23]=2)=[C:6]([CH2:8][C:9]([N:30]([CH2:26][CH2:27][CH2:28][CH3:29])[CH3:31])=[O:11])[CH:7]=1. The yield is 0.270. (6) The reactants are [O:1]1[C:6]2[CH:7]=[CH:8][C:9]([CH2:11][NH:12][CH2:13][CH2:14][N:15]3[CH2:19][CH2:18][CH2:17][CH:16]3[C:20]3[CH:25]=[C:24]([CH3:26])[N:23]=[C:22]([N:27]4[CH:31]=[CH:30][N:29]=[CH:28]4)[N:21]=3)=[CH:10][C:5]=2[O:4][CH2:3][CH2:2]1.C=O.[C:34](O)(=O)C.C(O[BH-](OC(=O)C)OC(=O)C)(=O)C.[Na+]. The catalyst is CO. The product is [O:1]1[C:6]2[CH:7]=[CH:8][C:9]([CH2:11][N:12]([CH2:13][CH2:14][N:15]3[CH2:19][CH2:18][CH2:17][CH:16]3[C:20]3[CH:25]=[C:24]([CH3:26])[N:23]=[C:22]([N:27]4[CH:31]=[CH:30][N:29]=[CH:28]4)[N:21]=3)[CH3:34])=[CH:10][C:5]=2[O:4][CH2:3][CH2:2]1. The yield is 0.890.